From a dataset of Forward reaction prediction with 1.9M reactions from USPTO patents (1976-2016). Predict the product of the given reaction. (1) Given the reactants [CH2:1]([P:3]([CH2:6][CH2:7][OH:8])(=[O:5])[OH:4])[CH3:2].[CH2:9](O)[CH2:10][CH2:11][CH2:12][OH:13], predict the reaction product. The product is: [CH2:1]([P:3]([CH2:6][CH2:7][OH:8])(=[O:4])[O:5][CH2:9][CH2:10][CH2:11][CH2:12][OH:13])[CH3:2]. (2) The product is: [NH2:15][C:12]1[CH:11]=[CH:10][C:9]([NH:8][C:1](=[O:3])[C:28]2[CH:32]=[CH:33][C:25]([C:24]([F:35])([F:34])[F:23])=[CH:26][CH:27]=2)=[CH:14][CH:13]=1. Given the reactants [C:1]([NH:8][C:9]1[CH:14]=[CH:13][C:12]([NH2:15])=[CH:11][CH:10]=1)([O:3]C(C)(C)C)=O.C(N(CC)CC)C.[F:23][C:24]([F:35])([F:34])[C:25]1[CH:33]=[CH:32][C:28](C(Cl)=O)=[CH:27][CH:26]=1, predict the reaction product. (3) The product is: [Cl:16][C:17]1[CH:22]=[C:21]([C:23]2([C:25]([F:28])([F:27])[F:26])[O:15][N:14]=[C:2]([C:3]3[CH:12]=[CH:11][C:6]([C:7]([O:9][CH3:10])=[O:8])=[C:5]([CH3:13])[CH:4]=3)[CH2:24]2)[CH:20]=[C:19]([Cl:29])[C:18]=1[Cl:30]. Given the reactants Cl[C:2](=[N:14][OH:15])[C:3]1[CH:12]=[CH:11][C:6]([C:7]([O:9][CH3:10])=[O:8])=[C:5]([CH3:13])[CH:4]=1.[Cl:16][C:17]1[CH:22]=[C:21]([C:23]([C:25]([F:28])([F:27])[F:26])=[CH2:24])[CH:20]=[C:19]([Cl:29])[C:18]=1[Cl:30].CCN(CC)CC.CC(=O)OCC, predict the reaction product. (4) Given the reactants CC([O-])(C)C.[K+].[OH:7][C:8]1[CH:16]=[CH:15][C:11]([CH2:12][C:13]#[N:14])=[CH:10][CH:9]=1.[C:17]1(=[O:23])[CH2:22][CH2:21][CH2:20][CH2:19][CH2:18]1.Cl, predict the reaction product. The product is: [C:13]([CH:12]([C:11]1[CH:15]=[CH:16][C:8]([OH:7])=[CH:9][CH:10]=1)[C:17]1([OH:23])[CH2:22][CH2:21][CH2:20][CH2:19][CH2:18]1)#[N:14]. (5) Given the reactants C[Si](C)(C)CCOC[N:7]1[C:11]2[N:12]=[CH:13][N:14]=[C:15]([C:16]3[CH:17]=[N:18][N:19]([C@@H:21]4[CH2:26][CH2:25][C@H:24]([CH:27]=[N:28]O)[CH2:23][CH2:22]4)[CH:20]=3)[C:10]=2[CH:9]=[CH:8]1.N1C=CC=CC=1.C1(S(Cl)(=O)=O)C=CC=CC=1, predict the reaction product. The product is: [N:12]1[C:11]2[NH:7][CH:8]=[CH:9][C:10]=2[C:15]([C:16]2[CH:17]=[N:18][N:19]([C@@H:21]3[CH2:22][CH2:23][C@H:24]([C:27]#[N:28])[CH2:25][CH2:26]3)[CH:20]=2)=[N:14][CH:13]=1.